This data is from Reaction yield outcomes from USPTO patents with 853,638 reactions. The task is: Predict the reaction yield, written as a fraction of the theoretical maximum amount of product (1.0 means a 100% yield; for example, 0.34 means a 34% yield). (1) The reactants are [Li][CH2:2]CCC.CN(CCN(C)C)C.[Cl:14][C:15]1[CH:16]=[N:17][CH:18]=[C:19]([CH3:21])[CH:20]=1.[OH2:22]. The catalyst is CCOCC. The product is [Cl:14][C:15]1[C:16]([CH:2]=[O:22])=[N:17][CH:18]=[C:19]([CH3:21])[CH:20]=1. The yield is 0.310. (2) The product is [OH:20][N:19]=[C:2]1[CH2:7][CH2:6][O:5][CH:4]([C:8]2[CH:17]=[CH:16][CH:15]=[CH:14][C:9]=2[C:10]([O:12][CH3:13])=[O:11])[CH2:3]1. The reactants are O=[C:2]1[CH2:7][CH2:6][O:5][CH:4]([C:8]2[CH:17]=[CH:16][CH:15]=[CH:14][C:9]=2[C:10]([O:12][CH3:13])=[O:11])[CH2:3]1.Cl.[NH2:19][OH:20].C([O-])(=O)C.[Na+]. The catalyst is CO. The yield is 0.890. (3) The reactants are [CH2:1]([N:6]1[C:16]2[C:11](=[CH:12][CH:13]=[CH:14][CH:15]=2)[C:9](=O)[C:7]1=[O:8])[CH2:2][CH:3]([CH3:5])[CH3:4].Cl. The catalyst is CS(C)=O. The product is [CH2:1]([N:6]1[C:16]2[C:11](=[CH:12][CH:13]=[CH:14][CH:15]=2)[CH2:9][C:7]1=[O:8])[CH2:2][CH:3]([CH3:5])[CH3:4]. The yield is 0.710. (4) The reactants are [Cl:1][C:2]1[CH:7]=[CH:6][C:5]([NH:8][C:9](=[O:21])[C:10]2[CH:15]=[CH:14][C:13]([C:16]([F:19])([F:18])[F:17])=[N:12][C:11]=2[CH3:20])=[CH:4][C:3]=1[CH2:22][OH:23]. The catalyst is ClCCl.[O-2].[O-2].[Mn+4]. The product is [Cl:1][C:2]1[CH:7]=[CH:6][C:5]([NH:8][C:9](=[O:21])[C:10]2[CH:15]=[CH:14][C:13]([C:16]([F:18])([F:19])[F:17])=[N:12][C:11]=2[CH3:20])=[CH:4][C:3]=1[CH:22]=[O:23]. The yield is 0.970.